From a dataset of NCI-60 drug combinations with 297,098 pairs across 59 cell lines. Regression. Given two drug SMILES strings and cell line genomic features, predict the synergy score measuring deviation from expected non-interaction effect. Synergy scores: CSS=6.03, Synergy_ZIP=2.03, Synergy_Bliss=10.2, Synergy_Loewe=6.84, Synergy_HSA=5.64. Drug 1: CN(C)N=NC1=C(NC=N1)C(=O)N. Drug 2: CC1=C(C(CCC1)(C)C)C=CC(=CC=CC(=CC(=O)O)C)C. Cell line: MDA-MB-435.